Dataset: Full USPTO retrosynthesis dataset with 1.9M reactions from patents (1976-2016). Task: Predict the reactants needed to synthesize the given product. (1) Given the product [Cl:1][C:2]1[CH:7]=[CH:6][C:5]([F:8])=[CH:4][C:3]=1[N:9]1[C:13]([S:14][C:15]2[CH:16]=[N:17][C:18]([Cl:21])=[CH:19][CH:20]=2)=[CH:12][C:11]([C:22]([NH:28][CH3:27])=[O:23])=[N:10]1, predict the reactants needed to synthesize it. The reactants are: [Cl:1][C:2]1[CH:7]=[CH:6][C:5]([F:8])=[CH:4][C:3]=1[N:9]1[C:13]([S:14][C:15]2[CH:16]=[N:17][C:18]([Cl:21])=[CH:19][CH:20]=2)=[CH:12][C:11]([C:22](OCC)=[O:23])=[N:10]1.[CH3:27][NH2:28].CO. (2) Given the product [NH2:13][C:9]1[CH:8]=[C:7]([CH:12]=[CH:11][CH:10]=1)[C:6]([NH:5][CH2:4][CH2:3][N:2]([CH3:1])[CH3:17])=[O:16], predict the reactants needed to synthesize it. The reactants are: [CH3:1][N:2]([CH3:17])[CH2:3][CH2:4][NH:5][C:6](=[O:16])[C:7]1[CH:12]=[CH:11][CH:10]=[C:9]([N+:13]([O-])=O)[CH:8]=1. (3) Given the product [Cl:16][C:17]1[CH:28]=[CH:27][CH:26]=[CH:25][C:18]=1[C:19](=[O:20])[CH2:15][C:12]1[CH:13]=[CH:14][N:9]=[CH:10][CH:11]=1, predict the reactants needed to synthesize it. The reactants are: C([N-]C(C)C)(C)C.[Li+].[N:9]1[CH:14]=[CH:13][C:12]([CH3:15])=[CH:11][CH:10]=1.[Cl:16][C:17]1[CH:28]=[CH:27][CH:26]=[CH:25][C:18]=1[C:19](N(OC)C)=[O:20]. (4) Given the product [O:8]1[CH2:9][CH2:10][O:11][C:7]21[CH2:6][CH2:5][C@@H:4]1[C@@:13]34[C:16]5[C:22](=[CH:21][CH:20]=[C:19]([C:24]#[N:25])[C:17]=5[O:18][C@@H:12]23)[CH2:23][C@H:3]1[NH:2][CH2:15][CH2:14]4, predict the reactants needed to synthesize it. The reactants are: C[N:2]1[CH2:15][CH2:14][C@@:13]23[C:16]4[C:22]5[CH2:23][C@@H:3]1[C@@H:4]2[CH2:5][CH2:6][C:7]1([C@@H:12]3[O:18][C:17]=4[C:19]([C:24]#[N:25])=[CH:20][CH:21]=5)[O:11][CH2:10][CH2:9][O:8]1.N(C(OC(C)C)=O)=NC(OC(C)C)=O.CC1(C)CC(=O)CC(=O)C1.CO.Cl.